From a dataset of Peptide-MHC class II binding affinity with 134,281 pairs from IEDB. Regression. Given a peptide amino acid sequence and an MHC pseudo amino acid sequence, predict their binding affinity value. This is MHC class II binding data. The peptide sequence is LLTWIKMLAAKNLPI. The MHC is DRB4_0101 with pseudo-sequence DRB4_0103. The binding affinity (normalized) is 0.830.